From a dataset of Reaction yield outcomes from USPTO patents with 853,638 reactions. Predict the reaction yield, written as a fraction of the theoretical maximum amount of product (1.0 means a 100% yield; for example, 0.34 means a 34% yield). (1) The product is [C:8]([N:5]1[C:4](=[O:6])[CH:3]=[CH:2][C:1]1=[O:7])(=[O:10])[CH3:9]. The reactants are [C:1]1(=[O:7])[NH:5][C:4](=[O:6])[CH:3]=[CH:2]1.[C:8](OC(=O)C)(=[O:10])[CH3:9]. The yield is 0.658. No catalyst specified. (2) The reactants are Cl[C:2]1[CH:7]=[C:6]([CH:8]([CH3:10])[CH3:9])[N:5]=[C:4]([NH2:11])[N:3]=1.[CH3:12][N:13]1[CH2:18][CH2:17][NH:16][CH2:15][CH2:14]1. The catalyst is C(O)C. The product is [CH:8]([C:6]1[CH:7]=[C:2]([N:16]2[CH2:17][CH2:18][N:13]([CH3:12])[CH2:14][CH2:15]2)[N:3]=[C:4]([NH2:11])[N:5]=1)([CH3:10])[CH3:9]. The yield is 1.00. (3) The reactants are [F:1][C:2]1[CH:7]=[CH:6][C:5]([C@@H:8]2[CH2:12][N:11]([C:13](OC(C)(C)C)=[O:14])[C@H:10]([C:13]([N:11]3[CH2:10][CH2:9][C@H:8]([C:5]4[CH:6]=[CH:7][C:2]([F:1])=[CH:3][CH:4]=4)[CH2:12]3)=[O:14])[CH2:9]2)=[CH:4][CH:3]=1.[ClH:34].O1[CH2:40][CH2:39]OCC1. No catalyst specified. The product is [ClH:34].[F:1][C:2]1[CH:7]=[CH:6][C:5]([C@H:8]2[CH2:9][CH2:10][N:11]([C:13]([C@@H:10]3[CH2:9][C@H:8]([C:40]4[CH:39]=[CH:5][CH:4]=[CH:3][C:2]=4[F:1])[CH2:12][NH:11]3)=[O:14])[CH2:12]2)=[CH:4][CH:3]=1. The yield is 0.910. (4) The product is [CH:12]1[C:13]2[C:7]3[CH:6]=[CH:5][CH:4]=[CH:3][C:2]=3[O:1][C:8]=2[C:9]([NH:14][C:15](=[O:17])[CH3:16])=[CH:10][CH:11]=1. The catalyst is C([O-])(=O)C.[Pd+2].C([O-])(=O)C. The yield is 0.760. The reactants are [O:1]([C:8]1[CH:13]=[CH:12][CH:11]=[CH:10][C:9]=1[NH:14][C:15](=[O:17])[CH3:16])[C:2]1[CH:7]=[CH:6][CH:5]=[CH:4][CH:3]=1.C(=O)([O-])[O-].[K+].[K+].C(O)(=O)C(C)(C)C.C(=O)([O-])[O-].[Na+].[Na+]. (5) The reactants are Cl[C:2]1[N:7]=[C:6]([C:8]2[C:9]([N:28]([CH3:33])[S:29]([CH3:32])(=[O:31])=[O:30])=[CH:10][C:11]3[O:15][C:14]([C:16]4[CH:21]=[CH:20][C:19]([F:22])=[CH:18][CH:17]=4)=[C:13]([C:23]([NH:25][CH3:26])=[O:24])[C:12]=3[CH:27]=2)[CH:5]=[CH:4][C:3]=1/[CH:34]=[CH:35]/[O:36][CH2:37][CH3:38].[F:39][C:40]1[CH:48]=[CH:47][CH:46]=[C:45]2[C:41]=1[CH:42]=[C:43](B1OC(C)(C)C(C)(C)O1)[NH:44]2. The catalyst is O1CCOCC1.O.[Pd](Cl)Cl.C(P(C(C)(C)C)[C-]1C=CC=C1)(C)(C)C.[C-]1(P(C(C)(C)C)C(C)(C)C)C=CC=C1.[Fe+2]. The product is [CH2:37]([O:36]/[CH:35]=[CH:34]/[C:3]1[CH:4]=[CH:5][C:6]([C:8]2[C:9]([N:28]([CH3:33])[S:29]([CH3:32])(=[O:30])=[O:31])=[CH:10][C:11]3[O:15][C:14]([C:16]4[CH:21]=[CH:20][C:19]([F:22])=[CH:18][CH:17]=4)=[C:13]([C:23]([NH:25][CH3:26])=[O:24])[C:12]=3[CH:27]=2)=[N:7][C:2]=1[C:43]1[NH:44][C:45]2[C:41]([CH:42]=1)=[C:40]([F:39])[CH:48]=[CH:47][CH:46]=2)[CH3:38]. The yield is 0.280. (6) The reactants are [F:1][C:2]1[CH:3]=[C:4]([CH:8]=[CH:9][CH:10]=1)[CH2:5][CH2:6]Br.[C-:11]#[N:12].[Na+]. The catalyst is CN(C=O)C. The product is [F:1][C:2]1[CH:3]=[C:4]([CH:8]=[CH:9][CH:10]=1)[CH2:5][CH2:6][C:11]#[N:12]. The yield is 0.870.